From a dataset of Full USPTO retrosynthesis dataset with 1.9M reactions from patents (1976-2016). Predict the reactants needed to synthesize the given product. The reactants are: [O:1]=[C:2]1[NH:23][C:5]2([C:13]3[C:8](=[CH:9][CH:10]=[CH:11][CH:12]=3)[N:7]([CH2:14][C:15]([O:17]C(C)(C)C)=[O:16])[C:6]2=[O:22])[C:4](=[O:24])[NH:3]1.FC(F)(F)C(O)=O. Given the product [O:1]=[C:2]1[NH:23][C:5]2([C:13]3[C:8](=[CH:9][CH:10]=[CH:11][CH:12]=3)[N:7]([CH2:14][C:15]([OH:17])=[O:16])[C:6]2=[O:22])[C:4](=[O:24])[NH:3]1, predict the reactants needed to synthesize it.